This data is from Reaction yield outcomes from USPTO patents with 853,638 reactions. The task is: Predict the reaction yield, written as a fraction of the theoretical maximum amount of product (1.0 means a 100% yield; for example, 0.34 means a 34% yield). (1) The reactants are [CH3:1][CH2:2][CH2:3][CH2:4][NH:5][C:6]1[CH:7]=[C:8]([C:23](O)=[O:24])[CH:9]=[C:10]([S:19]([NH2:22])(=[O:21])=[O:20])[C:11]=1[O:12]C1C=CC=CC=1.C(N=C=NCCCN(C)C)C.ON1[C:42]2[CH:43]=[CH:44][CH:45]=[CH:46][C:41]=2N=N1.[CH2:47]([NH:54][CH2:55][C:56]1[CH:61]=[CH:60][CH:59]=[CH:58][CH:57]=1)[C:48]1[CH:53]=[CH:52][CH:51]=[CH:50][CH:49]=1.[Cl-].[NH4+]. The catalyst is CN(C)C=O. The product is [CH2:55]([N:54]([CH2:47][C:48]1[CH:53]=[CH:52][CH:51]=[CH:50][CH:49]=1)[C:23](=[O:24])[C:8]1[CH:7]=[C:6]([NH:5][CH2:4][CH2:3][CH2:2][CH3:1])[C:11]([O:12][C:41]2[CH:46]=[CH:45][CH:44]=[CH:43][CH:42]=2)=[C:10]([S:19]([NH2:22])(=[O:20])=[O:21])[CH:9]=1)[C:56]1[CH:61]=[CH:60][CH:59]=[CH:58][CH:57]=1. The yield is 0.750. (2) The reactants are [H-].[Al+3].[Li+].[H-].[H-].[H-].[CH:7]([NH:9][C:10]1[CH:15]=[C:14]([CH3:16])[CH:13]=[CH:12][C:11]=1[CH2:17][C:18](=O)[CH:19]([CH3:21])[CH3:20])=[CH2:8]. The catalyst is C1COCC1. The product is [CH:7]([NH:9][C:10]1[CH:15]=[C:14]([CH3:16])[CH:13]=[CH:12][C:11]=1[CH2:17][CH2:18][CH:19]([CH3:21])[CH3:20])=[CH2:8]. The yield is 0.670.